From a dataset of Forward reaction prediction with 1.9M reactions from USPTO patents (1976-2016). Predict the product of the given reaction. (1) Given the reactants [NH:1]([C:3]([CH:5]1[CH2:10][CH2:9][N:8]([C:11](OC(C)(C)C)=O)[CH2:7][CH2:6]1)=O)[NH2:2].[N:18]1[CH:23]=[CH:22][CH:21]=[CH:20][C:19]=1[C:24]#[N:25].[CH3:26][O:27][C:28]1[N:33]2[N:34]=[CH:35][CH:36]=[C:32]2[N:31]=[C:30]([C:37]2[CH:44]=[CH:43][C:40](C=O)=[CH:39][CH:38]=2)[C:29]=1[C:45]1[CH:50]=[CH:49][CH:48]=[CH:47][CH:46]=1.[BH-](OC(C)=O)(OC(C)=O)OC(C)=O.[Na+], predict the reaction product. The product is: [CH3:26][O:27][C:28]1[N:33]2[N:34]=[CH:35][CH:36]=[C:32]2[N:31]=[C:30]([C:37]2[CH:44]=[CH:43][C:40]([CH2:11][N:8]3[CH2:7][CH2:6][CH:5]([C:3]4[N:25]=[C:24]([C:19]5[CH:20]=[CH:21][CH:22]=[CH:23][N:18]=5)[NH:2][N:1]=4)[CH2:10][CH2:9]3)=[CH:39][CH:38]=2)[C:29]=1[C:45]1[CH:50]=[CH:49][CH:48]=[CH:47][CH:46]=1. (2) Given the reactants [F:1][C:2]1[CH:7]=[CH:6][C:5]([CH2:8][C:9]([N:11]2[CH2:15][CH:14]([N:16]3[CH2:21][CH2:20][O:19][CH2:18][CH2:17]3)[CH2:13][N:12]2[C:22]([C:24]2[CH:29]=[CH:28][N:27]=[C:26]([O:30][C:31]3[CH:36]=[CH:35][CH:34]=[CH:33][CH:32]=3)[N:25]=2)=O)=[O:10])=[CH:4][CH:3]=1.[H-].[Na+], predict the reaction product. The product is: [F:1][C:2]1[CH:3]=[CH:4][C:5]([C:8]2[C:9](=[O:10])[N:11]3[CH2:15][CH:14]([N:16]4[CH2:17][CH2:18][O:19][CH2:20][CH2:21]4)[CH2:13][N:12]3[C:22]=2[C:24]2[CH:29]=[CH:28][N:27]=[C:26]([O:30][C:31]3[CH:32]=[CH:33][CH:34]=[CH:35][CH:36]=3)[N:25]=2)=[CH:6][CH:7]=1. (3) Given the reactants [I:1][C:2]1[C:19]([C:20]([O:22]CC)=[O:21])=[C:5]2[CH2:6][N:7]([C:12]([O:14][C:15]([CH3:18])([CH3:17])[CH3:16])=[O:13])[C:8]3([CH2:11][CH2:10]3)[CH2:9][N:4]2[N:3]=1.[OH-].[Na+], predict the reaction product. The product is: [C:15]([O:14][C:12]([N:7]1[C:8]2([CH2:10][CH2:11]2)[CH2:9][N:4]2[N:3]=[C:2]([I:1])[C:19]([C:20]([OH:22])=[O:21])=[C:5]2[CH2:6]1)=[O:13])([CH3:18])([CH3:16])[CH3:17]. (4) Given the reactants [Li+].CC([N-]C(C)C)C.CCOCC.[CH2:14]([NH:16][C:17](=[O:26])[C:18]1[CH:23]=[C:22]([Cl:24])[CH:21]=[CH:20][C:19]=1[Cl:25])[CH3:15].[CH3:27][Si:28](Cl)([CH3:30])[CH3:29], predict the reaction product. The product is: [Cl:24][C:22]1[C:23]([Si:28]([CH3:30])([CH3:29])[CH3:27])=[C:18]([C:19]([Cl:25])=[CH:20][CH:21]=1)[C:17]([NH:16][CH2:14][CH3:15])=[O:26]. (5) Given the reactants [CH3:1][N:2]1[CH:6]=[C:5]([S:7]([NH2:10])(=[O:9])=[O:8])[N:4]=[CH:3]1.C1(P(C2CCCCC2)C2C=CC=CC=2C2C(C(C)C)=CC(C(C)C)=CC=2C(C)C)CCCCC1.C(=O)([O-])[O-].[Cs+].[Cs+].Cl[C:52]1[CH:57]=[C:56]([O:58][CH:59]([F:61])[F:60])[N:55]=[C:54]([S:62][CH2:63][C:64]2[CH:69]=[CH:68][CH:67]=[C:66]([F:70])[C:65]=2[F:71])[N:53]=1.FC(F)OC1N=C(SCC2C=CC=C(F)C=2F)N=C(NS(N2CCC2)(=O)=O)C=1, predict the reaction product. The product is: [F:61][CH:59]([F:60])[O:58][C:56]1[N:55]=[C:54]([S:62][CH2:63][C:64]2[CH:69]=[CH:68][CH:67]=[C:66]([F:70])[C:65]=2[F:71])[N:53]=[C:52]([NH:10][S:7]([C:5]2[N:4]=[CH:3][N:2]([CH3:1])[CH:6]=2)(=[O:9])=[O:8])[CH:57]=1. (6) The product is: [C:18]([OH:25])(=[O:24])[CH2:19][CH2:20][C:21]([OH:23])=[O:22].[NH2:11][CH2:12][CH2:13][S:14]([NH2:17])(=[O:16])=[O:15]. Given the reactants C([NH:11][CH2:12][CH2:13][S:14]([NH2:17])(=[O:16])=[O:15])(OCC1C=CC=CC=1)=O.[C:18]([OH:25])(=[O:24])[CH2:19][CH2:20][C:21]([OH:23])=[O:22], predict the reaction product. (7) Given the reactants [Mg].Br[C:3]1[CH:8]=[CH:7][C:6]([C:9]([F:12])([F:11])[F:10])=[CH:5][CH:4]=1.[CH2:13]([N:20]1[CH2:25][CH2:24][C:23](=[O:26])[CH2:22][CH2:21]1)[C:14]1[CH:19]=[CH:18][CH:17]=[CH:16][CH:15]=1, predict the reaction product. The product is: [CH2:13]([N:20]1[CH2:25][CH2:24][C:23]([C:3]2[CH:8]=[CH:7][C:6]([C:9]([F:12])([F:11])[F:10])=[CH:5][CH:4]=2)([OH:26])[CH2:22][CH2:21]1)[C:14]1[CH:15]=[CH:16][CH:17]=[CH:18][CH:19]=1. (8) Given the reactants [C:1]([O:5][C:6]([N:8]1[CH2:13][CH2:12][N:11]([C:14]2[C:15]3[C:30]([Cl:31])=[CH:29][N:28]=[CH:27][C:16]=3[N:17]=[C:18]([C:20]3[CH:25]=[CH:24][N:23]=[C:22](Cl)[CH:21]=3)[N:19]=2)[CH2:10][CH2:9]1)=[O:7])([CH3:4])([CH3:3])[CH3:2].[NH2:32][C:33]1[CH:38]=[CH:37][CH:36]=[CH:35][CH:34]=1.CC1(C)C2C(=C(P(C3C=CC=CC=3)C3C=CC=CC=3)C=CC=2)OC2C(P(C3C=CC=CC=3)C3C=CC=CC=3)=CC=CC1=2.C(=O)([O-])[O-].[Cs+].[Cs+], predict the reaction product. The product is: [C:1]([O:5][C:6]([N:8]1[CH2:13][CH2:12][N:11]([C:14]2[C:15]3[C:30]([Cl:31])=[CH:29][N:28]=[CH:27][C:16]=3[N:17]=[C:18]([C:20]3[CH:25]=[CH:24][N:23]=[C:22]([NH:32][C:33]4[CH:38]=[CH:37][CH:36]=[CH:35][CH:34]=4)[CH:21]=3)[N:19]=2)[CH2:10][CH2:9]1)=[O:7])([CH3:3])([CH3:2])[CH3:4]. (9) Given the reactants [CH2:1]([CH:8]([C:15]([OH:17])=[O:16])[CH2:9][C@@H:10]([C:12]([OH:14])=[O:13])[NH2:11])[C:2]1[CH:7]=[CH:6][CH:5]=[CH:4][CH:3]=1.[CH2:18]([O:25][C:26]([NH:28][CH2:29][CH2:30][CH2:31][CH2:32][C@@H:33]([C:35]([OH:37])=[O:36])[NH2:34])=[O:27])[C:19]1[CH:24]=[CH:23][CH:22]=[CH:21][CH:20]=1, predict the reaction product. The product is: [CH2:1]([CH:8]([C:15]([OH:17])=[O:16])[CH2:9][C@@H:10]([C:12]([OH:14])=[O:13])[NH2:11])[C:2]1[CH:3]=[CH:4][CH:5]=[CH:6][CH:7]=1.[CH2:18]([O:25][C:26]([NH:28][CH2:29][CH2:30][CH2:31][CH2:32][C@@H:33]([C:35]([OH:37])=[O:36])[NH2:34])=[O:27])[C:19]1[CH:20]=[CH:21][CH:22]=[CH:23][CH:24]=1. (10) Given the reactants C(=O)([O-])[O-].[K+].[K+].Cl.[Br:8][C:9]1[CH:10]=[C:11]2[C:16](=[CH:17][CH:18]=1)[CH:15]([CH:19]1[CH2:24][CH2:23][CH2:22][CH2:21][CH2:20]1)[NH:14][CH2:13][CH2:12]2.[C:25](O[C:25]([O:27][C:28]([CH3:31])([CH3:30])[CH3:29])=[O:26])([O:27][C:28]([CH3:31])([CH3:30])[CH3:29])=[O:26].CN(C1C=CC=CN=1)C, predict the reaction product. The product is: [Br:8][C:9]1[CH:10]=[C:11]2[C:16](=[CH:17][CH:18]=1)[CH:15]([CH:19]1[CH2:24][CH2:23][CH2:22][CH2:21][CH2:20]1)[N:14]([C:25]([O:27][C:28]([CH3:31])([CH3:30])[CH3:29])=[O:26])[CH2:13][CH2:12]2.